This data is from Reaction yield outcomes from USPTO patents with 853,638 reactions. The task is: Predict the reaction yield, written as a fraction of the theoretical maximum amount of product (1.0 means a 100% yield; for example, 0.34 means a 34% yield). The reactants are C([O:4][CH2:5][CH2:6][C:7]1[C:12]([F:13])=[C:11]([NH:14][C:15](=[O:30])[C:16]([F:29])([F:28])[C:17]2[C:26]3[C:21](=[CH:22][CH:23]=[CH:24][CH:25]=3)[C:20]([F:27])=[CH:19][CH:18]=2)[CH:10]=[CH:9][C:8]=1[NH2:31])(=O)C.C1COCC1.C([O-])([O-])=O.[K+].[K+]. The catalyst is CO.O. The product is [NH2:31][C:8]1[CH:9]=[CH:10][C:11]([NH:14][C:15](=[O:30])[C:16]([F:29])([F:28])[C:17]2[C:26]3[C:21](=[CH:22][CH:23]=[CH:24][CH:25]=3)[C:20]([F:27])=[CH:19][CH:18]=2)=[C:12]([F:13])[C:7]=1[CH2:6][CH2:5][OH:4]. The yield is 0.960.